From a dataset of Catalyst prediction with 721,799 reactions and 888 catalyst types from USPTO. Predict which catalyst facilitates the given reaction. (1) Reactant: N1C=CN=C1.[Br:6][C:7]1[C:16]2[C:11](=[CH:12][CH:13]=[CH:14][CH:15]=2)[C:10]([OH:17])=[CH:9][CH:8]=1.[Si:18](Cl)([C:21]([CH3:24])([CH3:23])[CH3:22])([CH3:20])[CH3:19]. Product: [Br:6][C:7]1[C:16]2[C:11](=[CH:12][CH:13]=[CH:14][CH:15]=2)[C:10]([O:17][Si:18]([C:21]([CH3:24])([CH3:23])[CH3:22])([CH3:20])[CH3:19])=[CH:9][CH:8]=1. The catalyst class is: 3. (2) Reactant: C([O:3][C:4](=[O:54])[C@@H:5]([O:51][CH2:52][CH3:53])[CH2:6][C:7]1[CH:12]=[CH:11][C:10]([O:13][CH2:14]/[CH:15]=[C:16](/[C:18]2[CH:23]=[CH:22][C:21]([C:24]3[CH:29]=[CH:28][C:27](/[C:30](/[CH3:50])=[CH:31]/[CH2:32][O:33][C:34]4[CH:39]=[CH:38][C:37]([CH2:40][C@H:41]([O:47][CH2:48][CH3:49])[C:42]([O:44]CC)=[O:43])=[CH:36][CH:35]=4)=[CH:26][CH:25]=3)=[CH:20][CH:19]=2)\[CH3:17])=[CH:9][CH:8]=1)C.[OH-].[Na+]. Product: [C:42]([C@@H:41]([O:47][CH2:48][CH3:49])[CH2:40][C:37]1[CH:36]=[CH:35][C:34]([O:33][CH2:32]/[CH:31]=[C:30](/[C:27]2[CH:28]=[CH:29][C:24]([C:21]3[CH:22]=[CH:23][C:18](/[C:16](/[CH3:17])=[CH:15]/[CH2:14][O:13][C:10]4[CH:9]=[CH:8][C:7]([CH2:6][C@H:5]([O:51][CH2:52][CH3:53])[C:4]([OH:54])=[O:3])=[CH:12][CH:11]=4)=[CH:19][CH:20]=3)=[CH:25][CH:26]=2)\[CH3:50])=[CH:39][CH:38]=1)([OH:44])=[O:43]. The catalyst class is: 815. (3) Reactant: [O:1]=[C:2]1[NH:7][CH2:6][CH2:5][N:4]([S:8]([NH2:11])(=[O:10])=[O:9])[CH2:3]1.Cl[C:13]1[CH:18]=[C:17]([O:19][CH3:20])[N:16]=[C:15]([S:21][CH2:22][C:23]2[CH:28]=[CH:27][CH:26]=[C:25]([F:29])[C:24]=2[F:30])[N:14]=1. Product: [F:30][C:24]1[C:25]([F:29])=[CH:26][CH:27]=[CH:28][C:23]=1[CH2:22][S:21][C:15]1[N:14]=[C:13]([NH:11][S:8]([N:4]2[CH2:5][CH2:6][NH:7][C:2](=[O:1])[CH2:3]2)(=[O:10])=[O:9])[CH:18]=[C:17]([O:19][CH3:20])[N:16]=1. The catalyst class is: 25. (4) Reactant: [C:1]([CH2:4][N:5]1[CH2:16][CH2:15][NH:14][CH2:13][CH2:12][N:11]([CH2:17][C:18]([OH:20])=[O:19])[CH2:10][CH2:9][N:8]([CH2:21][C:22]([OH:24])=[O:23])[CH2:7][CH2:6]1)([OH:3])=[O:2].[OH-:25].[Na+].[O:27]1[CH2:41][CH:28]1[CH2:29][N:30]1[C:34](=[O:35])[C:33]2=[CH:36][CH:37]=[CH:38][CH:39]=[C:32]2[C:31]1=[O:40].Cl. Product: [C:31]([C:32]1[CH:39]=[CH:38][CH:37]=[CH:36][C:33]=1[C:34](=[O:35])[NH:30][CH2:29][CH:28]([OH:27])[CH2:41][N:14]1[CH2:13][CH2:12][N:11]([CH2:17][C:18]([OH:20])=[O:19])[CH2:10][CH2:9][N:8]([CH2:21][C:22]([OH:24])=[O:23])[CH2:7][CH2:6][N:5]([CH2:4][C:1]([OH:3])=[O:2])[CH2:16][CH2:15]1)([OH:40])=[O:25]. The catalyst class is: 127. (5) Reactant: [CH2:1]([C:5]1([Li])[C:9]([CH3:10])=[C:8]([CH3:11])[C:7]([CH3:12])=[C:6]1[CH3:13])[CH:2]([CH3:4])[CH3:3].[Cl-:15].[Cl-].[Cl-].[Cl-].[Zr+4:19]. Product: [Cl-:15].[Cl-:15].[CH2:1]([C:5]1([Zr+2:19][C:5]2([CH2:1][CH:2]([CH3:4])[CH3:3])[C:9]([CH3:10])=[C:8]([CH3:11])[C:7]([CH3:12])=[C:6]2[CH3:13])[C:9]([CH3:10])=[C:8]([CH3:11])[C:7]([CH3:12])=[C:6]1[CH3:13])[CH:2]([CH3:4])[CH3:3]. The catalyst class is: 113. (6) Reactant: [CH2:1]([O:3][C:4]1[CH:5]=[CH:6][C:7]([C:10]#[C:11][Si](C)(C)C)=[N:8][CH:9]=1)[CH3:2].[OH-].[Na+]. Product: [CH2:1]([O:3][C:4]1[CH:5]=[CH:6][C:7]([C:10]#[CH:11])=[N:8][CH:9]=1)[CH3:2]. The catalyst class is: 5. (7) Reactant: [Cl:1][C:2]1[NH:10][C:9]2[C:8](=[O:11])[N:7]([CH2:12][CH2:13][CH2:14][OH:15])[C:6](=[O:16])[N:5]([CH2:17][CH2:18][CH2:19][CH2:20][CH3:21])[C:4]=2[N:3]=1.C1N=CN([C:27]([N:29]2C=N[CH:31]=[CH:30]2)=[O:28])C=1.[CH3:34][C:35]1[CH:36]=[C:37](C=C[CH:42]=1)[CH2:38]N.CNCC1C=CC=CC=1. Product: [CH3:42][C:35]1[CH:34]=[C:31]([CH2:30][NH:29][C:27](=[O:28])[O:15][CH2:14][CH2:13][CH2:12][N:7]2[C:8](=[O:11])[C:9]3[NH:10][C:2]([Cl:1])=[N:3][C:4]=3[N:5]([CH2:17][CH2:18][CH2:19][CH2:20][CH3:21])[C:6]2=[O:16])[CH:38]=[CH:37][CH:36]=1. The catalyst class is: 2.